This data is from Reaction yield outcomes from USPTO patents with 853,638 reactions. The task is: Predict the reaction yield, written as a fraction of the theoretical maximum amount of product (1.0 means a 100% yield; for example, 0.34 means a 34% yield). (1) The reactants are C(=O)([O:7][C:8]1[CH:13]=[CH:12][C:11]([NH:14][C:15]([C:17]2[N:21]=[C:20]([C:22]([Cl:25])([Cl:24])[Cl:23])[N:19]([C:26]3[CH:31]=[CH:30][CH:29]=[CH:28][CH:27]=3)[N:18]=2)=[O:16])=[C:10]([Cl:32])[CH:9]=1)OC(C)(C)C.Cl. The catalyst is O1CCOCC1. The product is [Cl:32][C:10]1[CH:9]=[C:8]([OH:7])[CH:13]=[CH:12][C:11]=1[NH:14][C:15]([C:17]1[N:21]=[C:20]([C:22]([Cl:23])([Cl:25])[Cl:24])[N:19]([C:26]2[CH:27]=[CH:28][CH:29]=[CH:30][CH:31]=2)[N:18]=1)=[O:16]. The yield is 0.920. (2) The reactants are C(OC([N:8]1[CH2:11][CH:10]([C:12]2[CH:44]=[CH:43][C:15]3[C:16]4[N:17]=[C:18]([C:24]5[N:25]([CH:40]([CH3:42])[CH3:41])[N:26]=[C:27]([NH:29][C:30]([O:32][CH2:33][C:34]6[CH:39]=[CH:38][CH:37]=[CH:36][CH:35]=6)=[O:31])[N:28]=5)[S:19][C:20]=4[CH2:21][CH2:22][O:23][C:14]=3[CH:13]=2)[CH2:9]1)=O)(C)(C)C.[ClH:45].CO. The catalyst is C(Cl)Cl.O1CCOCC1. The product is [ClH:45].[CH2:33]([O:32][C:30](=[O:31])[NH:29][C:27]1[N:28]=[C:24]([C:18]2[S:19][C:20]3[CH2:21][CH2:22][O:23][C:14]4[CH:13]=[C:12]([CH:10]5[CH2:9][NH:8][CH2:11]5)[CH:44]=[CH:43][C:15]=4[C:16]=3[N:17]=2)[N:25]([CH:40]([CH3:41])[CH3:42])[N:26]=1)[C:34]1[CH:35]=[CH:36][CH:37]=[CH:38][CH:39]=1. The yield is 0.840.